From a dataset of Forward reaction prediction with 1.9M reactions from USPTO patents (1976-2016). Predict the product of the given reaction. (1) Given the reactants [CH3:1][O:2][C:3]1[CH:4]=[C:5]2[C:10](=[CH:11][C:12]=1[O:13][CH3:14])[NH:9][C:8](=[O:15])[C:7]([C:16]([OH:18])=O)=[CH:6]2.CN(C(ON1N=NC2C=CC=NC1=2)=[N+](C)C)C.F[P-](F)(F)(F)(F)F.C(N(CC)CC)C.[NH2:50][C:51]1[CH:56]=[CH:55][N:54]=[CH:53][C:52]=1[CH3:57].C(=O)(O)[O-].[Na+], predict the reaction product. The product is: [CH3:57][C:52]1[CH:53]=[N:54][CH:55]=[CH:56][C:51]=1[NH:50][C:16]([C:7]1[C:8](=[O:15])[NH:9][C:10]2[C:5]([CH:6]=1)=[CH:4][C:3]([O:2][CH3:1])=[C:12]([O:13][CH3:14])[CH:11]=2)=[O:18]. (2) Given the reactants [CH3:1][O:2][CH2:3][CH2:4][O:5][C:6]1[C:15]([O:16][C:17]([C:19]2[CH:24]=[CH:23][CH:22]=[CH:21][CH:20]=2)=[O:18])=[CH:14][CH:13]=[CH:12][C:7]=1[C:8]([O:10][CH3:11])=[O:9].[N+:25]([O-])([OH:27])=[O:26].S(=O)(=O)(O)O, predict the reaction product. The product is: [CH3:1][O:2][CH2:3][CH2:4][O:5][C:6]1[C:15]([O:16][C:17]([C:19]2[CH:24]=[CH:23][CH:22]=[CH:21][CH:20]=2)=[O:18])=[CH:14][C:13]([N+:25]([O-:27])=[O:26])=[CH:12][C:7]=1[C:8]([O:10][CH3:11])=[O:9]. (3) Given the reactants [NH:1]1[CH:8]=[CH:7][C:5](=[O:6])[NH:4][C:2]1=[O:3].[F:9][C:10](I)([F:12])[F:11].C1(S(C2C=CC=CC=2)=O)C=CC=CC=1.S(=O)(=O)(O)O.OO, predict the reaction product. The product is: [F:9][C:10]([F:12])([F:11])[C:7]1[C:5](=[O:6])[NH:4][C:2](=[O:3])[NH:1][CH:8]=1. (4) Given the reactants [CH2:1]([O:8][C:9]1[CH:14]=[CH:13][C:12]([CH2:15][CH:16]([N:20]2[C:28](=[O:29])[C:27]3[C:22](=[CH:23][CH:24]=[CH:25][CH:26]=3)[C:21]2=[O:30])[C:17]([OH:19])=O)=[CH:11][CH:10]=1)[C:2]1[CH:7]=[CH:6][CH:5]=[CH:4][CH:3]=1.C1C=CC2N(O)N=NC=2C=1.CCN=C=NCCCN(C)C.Cl.[NH2:53][CH2:54][C:55](=[O:57])[CH3:56].CCN(CC)CC, predict the reaction product. The product is: [CH2:1]([O:8][C:9]1[CH:10]=[CH:11][C:12]([CH2:15][CH:16]([N:20]2[C:21](=[O:30])[C:22]3[C:27](=[CH:26][CH:25]=[CH:24][CH:23]=3)[C:28]2=[O:29])[C:17]([NH:53][CH2:54][C:55](=[O:57])[CH3:56])=[O:19])=[CH:13][CH:14]=1)[C:2]1[CH:7]=[CH:6][CH:5]=[CH:4][CH:3]=1. (5) Given the reactants [CH2:1]([S:3](N[C@@H](C(C)C)C(O)=O)(=[O:5])=[O:4])[CH3:2].[F:14][C:15]1[CH:20]=[CH:19][C:18]([CH2:21][CH2:22][CH2:23][O:24][C:25]2[CH:30]=[CH:29][C:28]([CH2:31]CN)=[CH:27][C:26]=2[O:34][CH3:35])=[CH:17][CH:16]=1.[CH2:36](N(CC)C(C)C)C.F[P-](F)(F)(F)(F)F.[N:51]1(O[P+](N(C)C)(N(C)C)N(C)C)[C:55]2[CH:56]=[CH:57][CH:57]=[CH:56][C:55]=2[N:51]=N1.[CH3:71][N:72](C)[CH:73]=[O:74], predict the reaction product. The product is: [CH2:1]([S:3]([C@@:55]([NH2:51])([CH:56]([CH3:57])[CH3:36])[C:73]([NH:72][CH2:71][CH2:31][C:28]1[CH:29]=[CH:30][C:25]([O:24][CH2:23][CH2:22][CH2:21][C:18]2[CH:17]=[CH:16][C:15]([F:14])=[CH:20][CH:19]=2)=[C:26]([O:34][CH3:35])[CH:27]=1)=[O:74])(=[O:5])=[O:4])[CH3:2]. (6) Given the reactants [CH:1]1(SC2C=CC(C(C3C=CC(C(F)(F)F)=C(OC)N=3)=O)=CC=2)CC1.[Si]([O:42][CH2:43][C@@H:44]([CH3:60])[CH2:45][S:46]([C:49]1[N:53]([C:54]2[CH:59]=[CH:58][CH:57]=[CH:56][CH:55]=2)[N:52]=[N:51][N:50]=1)(=[O:48])=[O:47])(C(C)(C)C)(C1C=CC=CC=1)C1C=CC=CC=1, predict the reaction product. The product is: [C:54]1([N:53]2[C:49]([S:46]([CH2:45][CH:44]3[CH2:60][CH2:1][O:42][CH2:43]3)(=[O:47])=[O:48])=[N:50][N:51]=[N:52]2)[CH:55]=[CH:56][CH:57]=[CH:58][CH:59]=1. (7) Given the reactants [Cl:1][C:2]1[CH:7]=[CH:6][C:5]([CH:8](O)[C:9]2[C:10]([C:23]([O:25][CH2:26][CH3:27])=[O:24])=[N:11][N:12]([CH2:14][C:15]3[CH:20]=[CH:19][C:18]([O:21][CH3:22])=[CH:17][CH:16]=3)[CH:13]=2)=[CH:4][CH:3]=1.[NH2:29][C:30]1[CH:31]=[C:32]([CH3:38])[C:33](=[O:37])[N:34]([CH3:36])[CH:35]=1, predict the reaction product. The product is: [Cl:1][C:2]1[CH:7]=[CH:6][C:5]([CH:8]([NH:29][C:30]2[CH:31]=[C:32]([CH3:38])[C:33](=[O:37])[N:34]([CH3:36])[CH:35]=2)[C:9]2[C:10]([C:23]([O:25][CH2:26][CH3:27])=[O:24])=[N:11][N:12]([CH2:14][C:15]3[CH:20]=[CH:19][C:18]([O:21][CH3:22])=[CH:17][CH:16]=3)[CH:13]=2)=[CH:4][CH:3]=1. (8) Given the reactants C([Si](C(C)C)(C(C)C)[O:5][C@H:6]1[C@H:11]([O:12][Si](C(C)C)(C(C)C)C(C)C)[CH:10]=[C:9]([C:23]2[CH:28]=[CH:27][N:26]=[CH:25][C:24]=2[N+:29]([O-:31])=[O:30])[O:8][C@@H:7]1[CH:32]=[CH2:33])(C)C.CCCC[N+](CCCC)(CCCC)CCCC.[F-], predict the reaction product. The product is: [N+:29]([C:24]1[CH:25]=[N:26][CH:27]=[CH:28][C:23]=1[C:9]1[O:8][C@H:7]([CH:32]=[CH2:33])[C@@H:6]([OH:5])[C@H:11]([OH:12])[CH:10]=1)([O-:31])=[O:30].